Predict the product of the given reaction. From a dataset of Forward reaction prediction with 1.9M reactions from USPTO patents (1976-2016). (1) Given the reactants Br[C:2]1[C:6]2=[N:7][CH:8]=[CH:9][CH:10]=[C:5]2[S:4][C:3]=1[NH:11][C:12](=[O:18])[O:13][C:14]([CH3:17])([CH3:16])[CH3:15].[Li]CCCC.CCCCCC.[C:30](=[O:32])=[O:31].Cl, predict the reaction product. The product is: [C:14]([O:13][C:12]([NH:11][C:3]1[S:4][C:5]2[C:6](=[N:7][CH:8]=[CH:9][CH:10]=2)[C:2]=1[C:30]([OH:32])=[O:31])=[O:18])([CH3:17])([CH3:16])[CH3:15]. (2) Given the reactants [CH3:1][NH:2][CH2:3][CH2:4][C:5]1[CH:10]=[CH:9][N:8]=[CH:7][CH:6]=1.[O:11]=[C:12]1[C:17]2[S:18][CH:19]=[C:20]([S:21](Cl)(=[O:23])=[O:22])[C:16]=2[CH2:15][CH2:14][CH2:13]1, predict the reaction product. The product is: [CH3:1][N:2]([CH2:3][CH2:4][C:5]1[CH:10]=[CH:9][N:8]=[CH:7][CH:6]=1)[S:21]([C:20]1[C:16]2[CH2:15][CH2:14][CH2:13][C:12](=[O:11])[C:17]=2[S:18][CH:19]=1)(=[O:22])=[O:23].